Dataset: Forward reaction prediction with 1.9M reactions from USPTO patents (1976-2016). Task: Predict the product of the given reaction. (1) Given the reactants C(OC([N:8]1[CH2:15][CH:14]2[CH:10]([CH2:11][N:12]([C:16]3[CH:17]=[N:18][C:19]([O:25][C:26]4[CH:31]=[CH:30][C:29]([O:32][C:33]5[CH:38]=[CH:37][CH:36]=[CH:35][CH:34]=5)=[CH:28][CH:27]=4)=[C:20]([C:22](=[O:24])[NH2:23])[CH:21]=3)[CH2:13]2)[CH2:9]1)=O)(C)(C)C.Cl, predict the reaction product. The product is: [CH2:11]1[CH:10]2[CH2:9][NH:8][CH2:15][CH:14]2[CH2:13][N:12]1[C:16]1[CH:17]=[N:18][C:19]([O:25][C:26]2[CH:27]=[CH:28][C:29]([O:32][C:33]3[CH:34]=[CH:35][CH:36]=[CH:37][CH:38]=3)=[CH:30][CH:31]=2)=[C:20]([CH:21]=1)[C:22]([NH2:23])=[O:24]. (2) Given the reactants Br[C:2]1[C:10]2[C:5](=[N:6][C:7]([CH3:22])=[CH:8][C:9]=2[NH:11][S:12]([C:15]2[CH:20]=[CH:19][CH:18]=[C:17]([Cl:21])[CH:16]=2)(=[O:14])=[O:13])[S:4][C:3]=1[CH3:23].[NH:24]1[C:32]2[C:27](=[CH:28][CH:29]=[C:30](B(O)O)[CH:31]=2)[CH:26]=[CH:25]1.C(=O)([O-])[O-].[K+].[K+], predict the reaction product. The product is: [Cl:21][C:17]1[CH:16]=[C:15]([S:12]([NH:11][C:9]2[CH:8]=[C:7]([CH3:22])[N:6]=[C:5]3[S:4][C:3]([CH3:23])=[C:2]([C:30]4[CH:31]=[C:32]5[C:27]([CH:26]=[CH:25][NH:24]5)=[CH:28][CH:29]=4)[C:10]=23)(=[O:14])=[O:13])[CH:20]=[CH:19][CH:18]=1. (3) Given the reactants [O:1]1[CH:5]=[CH:4][CH:3]=[C:2]1[C:6]1[CH:29]=[C:9]2[N:10]=[C:11]([N:15]3[CH2:21][CH2:20][CH2:19][N:18](CC4C=C(C)ON=4)[CH2:17][CH2:16]3)[N:12]=[C:13]([NH2:14])[N:8]2[N:7]=1.O1C=CC=C1C1C=C2N=C(S(C)(=O)=O)N=C(N)N2N=1.O1C=CC=C1C1N=C2N=C(S(C)(=O)=O)N=C(N)N2N=1, predict the reaction product. The product is: [O:1]1[CH:5]=[CH:4][CH:3]=[C:2]1[C:6]1[CH:29]=[C:9]2[N:10]=[C:11]([NH:15][CH2:16][CH:17]3[CH2:21][CH2:20][CH2:19][NH:18]3)[N:12]=[C:13]([NH2:14])[N:8]2[N:7]=1. (4) The product is: [Cl:1][C:2]1[N:7]=[C:6]([C:8]([NH:12][C:13]2[C:14]([CH3:24])=[C:15]([CH:20]=[CH:21][C:22]=2[CH3:23])[C:16]([O:18][CH3:19])=[O:17])=[O:10])[C:5]([CH3:11])=[CH:4][CH:3]=1. Given the reactants [Cl:1][C:2]1[N:7]=[C:6]([C:8]([OH:10])=O)[C:5]([CH3:11])=[CH:4][CH:3]=1.[NH2:12][C:13]1[C:14]([CH3:24])=[C:15]([CH:20]=[CH:21][C:22]=1[CH3:23])[C:16]([O:18][CH3:19])=[O:17].CCCP1(OP(CCC)(=O)OP(CCC)(=O)O1)=O, predict the reaction product. (5) Given the reactants [C:1]([O:5][C:6]([N:8]1[CH2:12][CH2:11][C@@H:10]([OH:13])[C@H:9]1[C:14]([OH:16])=O)=[O:7])([CH3:4])([CH3:3])[CH3:2].[F:17][C:18]1[CH:19]=[C:20]([CH2:34][NH2:35])[CH:21]=[C:22]([C:24]2[CH:29]=[N:28][C:27]([C:30]([F:33])([F:32])[F:31])=[CH:26][N:25]=2)[CH:23]=1.CCN(C(C)C)C(C)C.CN(C(ON1N=NC2C=CC=NC1=2)=[N+](C)C)C.F[P-](F)(F)(F)(F)F, predict the reaction product. The product is: [F:17][C:18]1[CH:19]=[C:20]([CH2:34][NH:35][C:14]([C@@H:9]2[C@H:10]([OH:13])[CH2:11][CH2:12][N:8]2[C:6]([O:5][C:1]([CH3:2])([CH3:3])[CH3:4])=[O:7])=[O:16])[CH:21]=[C:22]([C:24]2[CH:29]=[N:28][C:27]([C:30]([F:32])([F:33])[F:31])=[CH:26][N:25]=2)[CH:23]=1. (6) The product is: [NH2:4][C:3]([N:5]1[CH2:9][C:8]([CH3:11])([CH3:10])[CH:7]=[N:6]1)=[N:21][S:18]([C:16]1[S:17][C:13]([Cl:12])=[CH:14][CH:15]=1)(=[O:20])=[O:19]. Given the reactants CS[C:3]([N:5]1[CH2:9][C:8]([CH3:11])([CH3:10])[CH:7]=[N:6]1)=[NH:4].[Cl:12][C:13]1[S:17][C:16]([S:18]([NH2:21])(=[O:20])=[O:19])=[CH:15][CH:14]=1, predict the reaction product. (7) The product is: [CH3:44][O:43][N:42]([CH3:41])[C:6](=[O:7])[C:5]1[CH:9]=[CH:10][C:2]([CH3:1])=[N:3][CH:4]=1. Given the reactants [CH3:1][C:2]1[CH:10]=[CH:9][C:5]([C:6](O)=[O:7])=[CH:4][N:3]=1.ON1C2C=CC=CC=2N=N1.CCN=C=NCCCN(C)C.Cl.CN1CCOCC1.Cl.[CH3:41][NH:42][O:43][CH3:44], predict the reaction product. (8) The product is: [CH2:1]([O:3][C:4](=[O:31])[CH2:5][NH:6][C:7]([C:9]1[C:14]([OH:15])=[CH:13][C:12]([OH:23])=[CH:11][N:10]=1)=[O:8])[CH3:2]. Given the reactants [CH2:1]([O:3][C:4](=[O:31])[CH2:5][NH:6][C:7]([C:9]1[C:14]([O:15]CC2C=CC=CC=2)=[CH:13][C:12]([O:23]CC2C=CC=CC=2)=[CH:11][N:10]=1)=[O:8])[CH3:2], predict the reaction product. (9) Given the reactants [O:1]1CCO[CH:2]1[C:6]1[N:11]=[CH:10][C:9]([NH:12][C:13]2[CH:18]=[CH:17][C:16]([F:19])=[CH:15][CH:14]=2)=[CH:8][CH:7]=1.O.C1(C)C=CC(S(O)(=O)=O)=CC=1.C([O-])(O)=O.[Na+], predict the reaction product. The product is: [F:19][C:16]1[CH:17]=[CH:18][C:13]([NH:12][C:9]2[CH:8]=[CH:7][C:6]([CH:2]=[O:1])=[N:11][CH:10]=2)=[CH:14][CH:15]=1.